This data is from Reaction yield outcomes from USPTO patents with 853,638 reactions. The task is: Predict the reaction yield, written as a fraction of the theoretical maximum amount of product (1.0 means a 100% yield; for example, 0.34 means a 34% yield). (1) The reactants are C(OC(=O)[NH:7][C:8]1[CH:13]=[CH:12][C:11]([O:14][CH2:15][CH2:16][N:17]2[CH2:21][CH2:20][CH2:19][CH2:18]2)=[C:10]([CH2:22][CH3:23])[CH:9]=1)(C)(C)C.FC(F)(F)C(O)=O. The catalyst is ClCCl. The product is [CH2:22]([C:10]1[CH:9]=[C:8]([CH:13]=[CH:12][C:11]=1[O:14][CH2:15][CH2:16][N:17]1[CH2:21][CH2:20][CH2:19][CH2:18]1)[NH2:7])[CH3:23]. The yield is 0.950. (2) The reactants are O.[NH2:2][NH2:3].[CH3:4][O:5][CH2:6][C:7](=O)[CH2:8][C:9]#[N:10]. The catalyst is C(O)C. The product is [CH3:4][O:5][CH2:6][C:7]1[CH:8]=[C:9]([NH2:10])[NH:2][N:3]=1. The yield is 0.530. (3) The reactants are [Cl:1][C:2]1[S:3][C:4]([Cl:21])=[CH:5][C:6]=1[S:7]([NH:10][C:11]1[CH:19]=[CH:18][C:14]([C:15]([OH:17])=[O:16])=[C:13]([OH:20])[CH:12]=1)(=[O:9])=[O:8].O[CH:23]1[CH2:27][CH2:26][O:25][CH2:24]1. No catalyst specified. The product is [Cl:1][C:2]1[S:3][C:4]([Cl:21])=[CH:5][C:6]=1[S:7]([NH:10][C:11]1[CH:19]=[CH:18][C:14]([C:15]([O:17][CH:23]2[CH2:27][CH2:26][O:25][CH2:24]2)=[O:16])=[C:13]([OH:20])[CH:12]=1)(=[O:9])=[O:8]. The yield is 0.640. (4) The reactants are [Br:1][C:2]1[CH:3]=[C:4]([CH:31]=[CH:32][CH:33]=1)[CH2:5][N:6]1[C:14]2[C:13](=[O:15])[N:12]([CH3:16])[C:11](=[O:17])[N:10]([CH3:18])[C:9]=2[N:8]=[C:7]1[O:19][C:20]1[CH:25]=[CH:24][CH:23]=[C:22]([CH:26](O)[CH2:27][CH2:28][CH3:29])[CH:21]=1.C([SiH](CC)CC)C.B(F)(F)F.CCOCC. The catalyst is C(Cl)Cl. The product is [Br:1][C:2]1[CH:3]=[C:4]([CH:31]=[CH:32][CH:33]=1)[CH2:5][N:6]1[C:14]2[C:13](=[O:15])[N:12]([CH3:16])[C:11](=[O:17])[N:10]([CH3:18])[C:9]=2[N:8]=[C:7]1[O:19][C:20]1[CH:25]=[CH:24][CH:23]=[C:22]([CH2:26][CH2:27][CH2:28][CH3:29])[CH:21]=1. The yield is 0.335. (5) The reactants are Cl[CH2:2][CH2:3][CH2:4][N:5]1[CH2:11][CH2:10][C:9](=[N:12][OH:13])[C:8]2[N:14]([CH3:17])[CH:15]=[CH:16][C:7]=2[S:6]1(=[O:19])=[O:18].Cl.[F:21][C:22]1[CH:35]=[CH:34][C:25]([C:26]([CH:28]2[CH2:33][CH2:32][NH:31][CH2:30][CH2:29]2)=[O:27])=[CH:24][CH:23]=1.C(=O)([O-])O.[Na+].[I-].[Na+]. The catalyst is C(#N)C. The product is [F:21][C:22]1[CH:23]=[CH:24][C:25]([C:26]([CH:28]2[CH2:33][CH2:32][N:31]([CH2:2][CH2:3][CH2:4][N:5]3[CH2:11][CH2:10][C:9](=[N:12][OH:13])[C:8]4[N:14]([CH3:17])[CH:15]=[CH:16][C:7]=4[S:6]3(=[O:19])=[O:18])[CH2:30][CH2:29]2)=[O:27])=[CH:34][CH:35]=1. The yield is 0.950. (6) The reactants are [F:1][CH:2]([F:42])[C:3]1[N:7]([C:8]2[N:13]=[C:12]([N:14]3[CH2:19][CH2:18][O:17][CH2:16][CH2:15]3)[N:11]=[C:10]([N:20]([CH2:27][CH2:28][CH2:29][N:30]3[CH2:35][CH2:34][O:33][CH2:32][CH2:31]3)[CH:21]3[CH2:26][CH2:25][NH:24][CH2:23][CH2:22]3)[N:9]=2)[C:6]2[CH:36]=[CH:37][CH:38]=[C:39]([O:40][CH3:41])[C:5]=2[N:4]=1.[CH3:43][S:44](Cl)(=[O:46])=[O:45]. The product is [F:42][CH:2]([F:1])[C:3]1[N:7]([C:8]2[N:13]=[C:12]([N:14]3[CH2:15][CH2:16][O:17][CH2:18][CH2:19]3)[N:11]=[C:10]([N:20]([CH:21]3[CH2:22][CH2:23][N:24]([S:44]([CH3:43])(=[O:46])=[O:45])[CH2:25][CH2:26]3)[CH2:27][CH2:28][CH2:29][N:30]3[CH2:31][CH2:32][O:33][CH2:34][CH2:35]3)[N:9]=2)[C:6]2[CH:36]=[CH:37][CH:38]=[C:39]([O:40][CH3:41])[C:5]=2[N:4]=1. The catalyst is C(Cl)Cl. The yield is 0.900. (7) The reactants are [F:1][C:2]([F:9])([F:8])[C:3]([O:5]CC)=O.C[O-].[Na+].CO.[C:15]1(=[O:25])[C:24]2[C:19](=[CH:20][CH:21]=[CH:22][CH:23]=2)[CH2:18][CH2:17][CH2:16]1.Cl. The catalyst is CCOCC. The product is [F:9][C:2]([F:1])([F:8])[C:3]([CH:16]1[CH2:17][CH2:18][C:19]2[C:24](=[CH:23][CH:22]=[CH:21][CH:20]=2)[C:15]1=[O:25])=[O:5]. The yield is 0.810. (8) The product is [CH:2]1([C:8]2[CH:13]=[CH:12][N:11]([CH2:14][CH2:15][C:16]([CH3:31])([S:27]([CH3:30])(=[O:29])=[O:28])[C:17]([NH:19][OH:20])=[O:18])[C:10](=[O:32])[CH:9]=2)[CH2:7][CH2:6][CH2:5][CH2:4][CH2:3]1. The yield is 0.586. The reactants are Cl.[CH:2]1([C:8]2[CH:13]=[CH:12][N:11]([CH2:14][CH2:15][C:16]([CH3:31])([S:27]([CH3:30])(=[O:29])=[O:28])[C:17]([NH:19][O:20]C3CCCCO3)=[O:18])[C:10](=[O:32])[CH:9]=2)[CH2:7][CH2:6][CH2:5][CH2:4][CH2:3]1.CO. The catalyst is O1CCOCC1.ClCCl. (9) The reactants are [Br:1][C:2]1[CH:9]=[C:6]([CH:7]=O)[C:5]([OH:10])=[CH:4][CH:3]=1.[Cl:11][C:12]1[CH:13]=[C:14]([CH:16]=[C:17]([Cl:19])[CH:18]=1)[NH2:15]. The catalyst is C(O)C. The product is [Cl:11][C:12]1[CH:13]=[C:14]([CH:16]=[C:17]([Cl:19])[CH:18]=1)[N:15]=[CH:7][C:6]1[CH:9]=[C:2]([Br:1])[CH:3]=[CH:4][C:5]=1[OH:10]. The yield is 0.882.